This data is from Forward reaction prediction with 1.9M reactions from USPTO patents (1976-2016). The task is: Predict the product of the given reaction. (1) The product is: [OH:6][CH2:5][CH2:7][NH:8][C:12]([C:14]1[N:15]=[N:16][C:17]([NH:20][CH2:21][C:22]2[C:23]([C:28]3[CH:33]=[CH:32][C:31]([F:34])=[CH:30][CH:29]=3)=[N:24][O:25][C:26]=2[CH3:27])=[CH:18][CH:19]=1)=[O:11]. Given the reactants C[Al](C)C.[CH2:5]([CH2:7][NH2:8])[OH:6].C([O:11][C:12]([C:14]1[N:15]=[N:16][C:17]([NH:20][CH2:21][C:22]2[C:23]([C:28]3[CH:33]=[CH:32][C:31]([F:34])=[CH:30][CH:29]=3)=[N:24][O:25][C:26]=2[CH3:27])=[CH:18][CH:19]=1)=O)C.C(C(C(C([O-])=O)O)O)([O-])=O.[K+].[Na+], predict the reaction product. (2) Given the reactants C(=O)([O-])[O-].[K+].[K+].C[Si]([C:11]#[C:12][C:13]1[NH:17][C:16]([C@@H:18]2[CH2:23][C@@H:22]3[C@@H:20]([CH2:21]3)[N:19]2[C:24]([O:26][C:27]([CH3:30])([CH3:29])[CH3:28])=[O:25])=[N:15][CH:14]=1)(C)C, predict the reaction product. The product is: [C:12]([C:13]1[NH:17][C:16]([C@@H:18]2[CH2:23][C@@H:22]3[C@@H:20]([CH2:21]3)[N:19]2[C:24]([O:26][C:27]([CH3:30])([CH3:29])[CH3:28])=[O:25])=[N:15][CH:14]=1)#[CH:11]. (3) Given the reactants Br[C:2]1[N:3]=[C:4]([NH:23][CH2:24][CH:25]([CH3:27])[CH3:26])[C:5]2[N:6]([C:8]([C:11]3[CH:22]=[CH:21][C:14]([C:15]([NH:17][CH:18]4[CH2:20][CH2:19]4)=[O:16])=[CH:13][CH:12]=3)=[CH:9][N:10]=2)[CH:7]=1.CC1(C)C(C)(C)OB([C:36]2[CH:37]=[C:38]([CH2:42][C:43]([NH2:45])=[O:44])[CH:39]=[CH:40][CH:41]=2)O1.C(O)CC.C(=O)([O-])[O-].[K+].[K+], predict the reaction product. The product is: [NH2:45][C:43](=[O:44])[CH2:42][C:38]1[CH:37]=[C:36]([C:2]2[N:3]=[C:4]([NH:23][CH2:24][CH:25]([CH3:27])[CH3:26])[C:5]3[N:6]([C:8]([C:11]4[CH:22]=[CH:21][C:14]([C:15]([NH:17][CH:18]5[CH2:19][CH2:20]5)=[O:16])=[CH:13][CH:12]=4)=[CH:9][N:10]=3)[CH:7]=2)[CH:41]=[CH:40][CH:39]=1.